The task is: Regression. Given two drug SMILES strings and cell line genomic features, predict the synergy score measuring deviation from expected non-interaction effect.. This data is from Merck oncology drug combination screen with 23,052 pairs across 39 cell lines. (1) Drug 1: N.N.O=C(O)C1(C(=O)O)CCC1.[Pt]. Synergy scores: synergy=-9.32. Cell line: HCT116. Drug 2: Cn1nnc2c(C(N)=O)ncn2c1=O. (2) Drug 1: O=c1[nH]cc(F)c(=O)[nH]1. Drug 2: CC1(c2nc3c(C(N)=O)cccc3[nH]2)CCCN1. Cell line: LOVO. Synergy scores: synergy=-8.98. (3) Drug 1: CC1CC2C3CCC4=CC(=O)C=CC4(C)C3(F)C(O)CC2(C)C1(O)C(=O)CO. Drug 2: C=CCn1c(=O)c2cnc(Nc3ccc(N4CCN(C)CC4)cc3)nc2n1-c1cccc(C(C)(C)O)n1. Cell line: LOVO. Synergy scores: synergy=7.25. (4) Drug 1: NC1(c2ccc(-c3nc4ccn5c(=O)[nH]nc5c4cc3-c3ccccc3)cc2)CCC1. Drug 2: COC1=C2CC(C)CC(OC)C(O)C(C)C=C(C)C(OC(N)=O)C(OC)C=CC=C(C)C(=O)NC(=CC1=O)C2=O. Cell line: RKO. Synergy scores: synergy=2.26. (5) Drug 1: CS(=O)(=O)CCNCc1ccc(-c2ccc3ncnc(Nc4ccc(OCc5cccc(F)c5)c(Cl)c4)c3c2)o1. Drug 2: CNC(=O)c1cc(Oc2ccc(NC(=O)Nc3ccc(Cl)c(C(F)(F)F)c3)cc2)ccn1. Cell line: PA1. Synergy scores: synergy=15.0. (6) Drug 1: COc1cc(C2c3cc4c(cc3C(OC3OC5COC(C)OC5C(O)C3O)C3COC(=O)C23)OCO4)cc(OC)c1O. Drug 2: COC1CC2CCC(C)C(O)(O2)C(=O)C(=O)N2CCCCC2C(=O)OC(C(C)CC2CCC(OP(C)(C)=O)C(OC)C2)CC(=O)C(C)C=C(C)C(O)C(OC)C(=O)C(C)CC(C)C=CC=CC=C1C. Cell line: RPMI7951. Synergy scores: synergy=6.99. (7) Drug 1: O=P1(N(CCCl)CCCl)NCCCO1. Drug 2: CCc1cnn2c(NCc3ccc[n+]([O-])c3)cc(N3CCCCC3CCO)nc12. Cell line: SW837. Synergy scores: synergy=-11.8. (8) Drug 1: N#Cc1ccc(Cn2cncc2CN2CCN(c3cccc(Cl)c3)C(=O)C2)cc1. Drug 2: CS(=O)(=O)CCNCc1ccc(-c2ccc3ncnc(Nc4ccc(OCc5cccc(F)c5)c(Cl)c4)c3c2)o1. Cell line: T47D. Synergy scores: synergy=8.82.